From a dataset of Catalyst prediction with 721,799 reactions and 888 catalyst types from USPTO. Predict which catalyst facilitates the given reaction. (1) Reactant: [Br:1][C:2]1[CH:7]=[CH:6][C:5]([C@H:8]([NH:10]C(=O)OC(C)(C)C)[CH3:9])=[C:4]([F:18])[CH:3]=1.[ClH:19]. Product: [Cl-:19].[Br:1][C:2]1[CH:7]=[CH:6][C:5]([C@H:8]([NH3+:10])[CH3:9])=[C:4]([F:18])[CH:3]=1. The catalyst class is: 13. (2) Reactant: [NH:1]1[CH:5]=[CH:4][N:3]=[CH:2]1.[H-].[Na+].[C:8]1([C:14](Cl)([C:21]2[CH:26]=[CH:25][CH:24]=[CH:23][CH:22]=2)[C:15]2[CH:20]=[CH:19][CH:18]=[CH:17][CH:16]=2)[CH:13]=[CH:12][CH:11]=[CH:10][CH:9]=1. Product: [C:14]([N:1]1[CH:5]=[CH:4][N:3]=[CH:2]1)([C:8]1[CH:13]=[CH:12][CH:11]=[CH:10][CH:9]=1)([C:21]1[CH:22]=[CH:23][CH:24]=[CH:25][CH:26]=1)[C:15]1[CH:16]=[CH:17][CH:18]=[CH:19][CH:20]=1. The catalyst class is: 3. (3) Reactant: [CH3:1][CH:2]1[O:7][CH:6]([CH3:8])[CH2:5][NH:4][CH2:3]1.[Cl:9][CH2:10][CH:11]=O.C(O)(=O)C.C(O[BH-](OC(=O)C)OC(=O)C)(=O)C.[Na+]. Product: [Cl:9][CH2:10][CH2:11][N:4]1[CH2:5][CH:6]([CH3:8])[O:7][CH:2]([CH3:1])[CH2:3]1. The catalyst class is: 4.